This data is from Peptide-MHC class I binding affinity with 185,985 pairs from IEDB/IMGT. The task is: Regression. Given a peptide amino acid sequence and an MHC pseudo amino acid sequence, predict their binding affinity value. This is MHC class I binding data. (1) The binding affinity (normalized) is 0.0847. The peptide sequence is FVHDSVQYF. The MHC is HLA-C04:01 with pseudo-sequence HLA-C04:01. (2) The peptide sequence is SLFNWLWYE. The MHC is HLA-B57:01 with pseudo-sequence HLA-B57:01. The binding affinity (normalized) is 0.0847. (3) The peptide sequence is RPVPHWPKY. The MHC is HLA-B58:01 with pseudo-sequence HLA-B58:01. The binding affinity (normalized) is 0.0847. (4) The peptide sequence is IFFASFYYIW. The MHC is HLA-A26:01 with pseudo-sequence HLA-A26:01. The binding affinity (normalized) is 0.333. (5) The peptide sequence is FHKRDMRLL. The MHC is HLA-B58:01 with pseudo-sequence HLA-B58:01. The binding affinity (normalized) is 0.0847. (6) The peptide sequence is YIPGTSVIR. The MHC is HLA-A33:01 with pseudo-sequence HLA-A33:01. The binding affinity (normalized) is 0.263. (7) The binding affinity (normalized) is 0.342. The MHC is HLA-A31:01 with pseudo-sequence HLA-A31:01. The peptide sequence is SRLGIVVLR. (8) The peptide sequence is MMLAQAYYG. The MHC is HLA-B40:01 with pseudo-sequence HLA-B40:01. The binding affinity (normalized) is 0.0847.